Dataset: Forward reaction prediction with 1.9M reactions from USPTO patents (1976-2016). Task: Predict the product of the given reaction. (1) Given the reactants [Li+].[OH-].[CH:3]1[C:13]2[CH2:12][C:11]3([CH2:17][CH2:16][CH:15]([N:18]4[CH2:23][CH2:22][CH:21]([C:24]([O:26]CC)=[O:25])[CH2:20][CH2:19]4)[CH2:14]3)[C:10]3[CH:29]=[CH:30][CH:31]=[CH:32][C:9]=3[CH2:8][C:7]=2[CH:6]=[CH:5][CH:4]=1, predict the reaction product. The product is: [CH:3]1[C:13]2[CH2:12][C:11]3([CH2:17][CH2:16][CH:15]([N:18]4[CH2:23][CH2:22][CH:21]([C:24]([OH:26])=[O:25])[CH2:20][CH2:19]4)[CH2:14]3)[C:10]3[CH:29]=[CH:30][CH:31]=[CH:32][C:9]=3[CH2:8][C:7]=2[CH:6]=[CH:5][CH:4]=1. (2) Given the reactants [Br:1][C:2]1[CH:3]=[CH:4][CH:5]=[C:6]2[C:10]=1[NH:9][CH:8]=[CH:7]2.[H-].[Na+].[CH2:13](Br)[C:14]1[CH:19]=[CH:18][CH:17]=[CH:16][CH:15]=1, predict the reaction product. The product is: [CH2:13]([N:9]1[C:10]2[C:6](=[CH:5][CH:4]=[CH:3][C:2]=2[Br:1])[CH:7]=[CH:8]1)[C:14]1[CH:19]=[CH:18][CH:17]=[CH:16][CH:15]=1.